From a dataset of Catalyst prediction with 721,799 reactions and 888 catalyst types from USPTO. Predict which catalyst facilitates the given reaction. (1) Reactant: [CH3:1][C@H:2]1[CH2:7][O:6][CH2:5][CH2:4][N:3]1[C:8]1[CH:13]=[C:12]([CH2:14][S:15]([CH3:18])(=[O:17])=[O:16])[N:11]=[C:10]([N:19]2[CH2:24][CH2:23][CH:22]([NH:25]C(=O)OC(C)(C)C)[CH2:21][CH2:20]2)[N:9]=1.Cl.C(=O)(O)[O-].[Na+]. Product: [CH3:1][C@H:2]1[CH2:7][O:6][CH2:5][CH2:4][N:3]1[C:8]1[CH:13]=[C:12]([CH2:14][S:15]([CH3:18])(=[O:16])=[O:17])[N:11]=[C:10]([N:19]2[CH2:20][CH2:21][CH:22]([NH2:25])[CH2:23][CH2:24]2)[N:9]=1. The catalyst class is: 71. (2) Reactant: [C:1]([C:4]1[N:5]=[C:6]([C:9]2[CH:36]=[CH:35][C:34]([C:37]([F:40])([F:39])[F:38])=[CH:33][C:10]=2[CH2:11][N:12]2[C@@H:16]([CH3:17])[C@@H:15]([C:18]3[CH:23]=[C:22]([C:24]([F:27])([F:26])[F:25])[CH:21]=[C:20]([C:28]([F:31])([F:30])[F:29])[CH:19]=3)[O:14][C:13]2=[O:32])[S:7][CH:8]=1)(=[O:3])[CH3:2].[CH3:41][Mg+].[Br-]. Product: [F:31][C:28]([F:29])([F:30])[C:20]1[CH:19]=[C:18]([C@H:15]2[O:14][C:13](=[O:32])[N:12]([CH2:11][C:10]3[CH:33]=[C:34]([C:37]([F:40])([F:39])[F:38])[CH:35]=[CH:36][C:9]=3[C:6]3[S:7][CH:8]=[C:4]([C:1]([OH:3])([CH3:41])[CH3:2])[N:5]=3)[C@H:16]2[CH3:17])[CH:23]=[C:22]([C:24]([F:27])([F:26])[F:25])[CH:21]=1. The catalyst class is: 28.